From a dataset of Forward reaction prediction with 1.9M reactions from USPTO patents (1976-2016). Predict the product of the given reaction. (1) Given the reactants [F:1][CH:2]([F:25])[C:3]1[N:8]2[N:9]=[CH:10][C:11]([C:12]([OH:14])=O)=[C:7]2[N:6]=[C:5]([C:15]2[CH:20]=[CH:19][C:18]([C:21]([F:24])([F:23])[F:22])=[CH:17][CH:16]=2)[CH:4]=1.[NH2:26][C:27]1[CH:28]=[C:29]([S:33]([NH:36][C:37]([CH3:41])([CH3:40])[CH2:38][OH:39])(=[O:35])=[O:34])[CH:30]=[CH:31][CH:32]=1, predict the reaction product. The product is: [OH:39][CH2:38][C:37]([NH:36][S:33]([C:29]1[CH:28]=[C:27]([NH:26][C:12]([C:11]2[CH:10]=[N:9][N:8]3[C:3]([CH:2]([F:25])[F:1])=[CH:4][C:5]([C:15]4[CH:20]=[CH:19][C:18]([C:21]([F:22])([F:24])[F:23])=[CH:17][CH:16]=4)=[N:6][C:7]=23)=[O:14])[CH:32]=[CH:31][CH:30]=1)(=[O:35])=[O:34])([CH3:41])[CH3:40]. (2) Given the reactants [CH3:1][C:2]1[N:3]=[C:4]([C:7]2[C:8]3[CH2:16][CH2:15][CH:14]([C:17]([F:20])([F:19])[F:18])[CH2:13][C:9]=3[S:10][C:11]=2[NH2:12])[S:5][CH:6]=1.[C:21]12[C:30](=[O:31])[O:29][C:27](=[O:28])[C:22]=1[CH2:23][CH2:24][CH2:25][CH2:26]2, predict the reaction product. The product is: [CH3:1][C:2]1[N:3]=[C:4]([C:7]2[C:8]3[CH2:16][CH2:15][CH:14]([C:17]([F:20])([F:18])[F:19])[CH2:13][C:9]=3[S:10][C:11]=2[NH:12][C:30]([C:21]2[CH2:26][CH2:25][CH2:24][CH2:23][C:22]=2[C:27]([OH:29])=[O:28])=[O:31])[S:5][CH:6]=1. (3) Given the reactants C([Li])CCC.BrC1C=[CH:11][C:10]([F:13])=[CH:9][C:8]=1OC.[CH2:16]([N:23]1[CH2:28][CH2:27][C:26](=[O:29])[CH2:25][CH2:24]1)[C:17]1[CH:22]=[CH:21][CH:20]=[CH:19][CH:18]=1.[CH2:30]([O:32][CH2:33][CH3:34])C, predict the reaction product. The product is: [CH2:16]([N:23]1[CH2:28][CH2:27][C:26]([C:8]2[CH:9]=[C:10]([F:13])[CH:11]=[CH:34][C:33]=2[O:32][CH3:30])([OH:29])[CH2:25][CH2:24]1)[C:17]1[CH:18]=[CH:19][CH:20]=[CH:21][CH:22]=1. (4) Given the reactants [Cr](Cl)([O-])(=O)=O.[NH+]1C=CC=CC=1.[CH2:12]([C:16]1[CH:21]=[CH:20][C:19]([C:22]2[O:26][N:25]=[C:24]([C:27]3[CH:28]=[C:29]([CH2:33][OH:34])[CH:30]=[CH:31][CH:32]=3)[N:23]=2)=[CH:18][CH:17]=1)[CH:13]([CH3:15])[CH3:14], predict the reaction product. The product is: [CH2:12]([C:16]1[CH:17]=[CH:18][C:19]([C:22]2[O:26][N:25]=[C:24]([C:27]3[CH:28]=[C:29]([CH:30]=[CH:31][CH:32]=3)[CH:33]=[O:34])[N:23]=2)=[CH:20][CH:21]=1)[CH:13]([CH3:15])[CH3:14]. (5) Given the reactants [C:1]([C:3]1[CH:8]=[CH:7][C:6]([C:9]2[N:14]=[C:13]([NH:15][CH3:16])[N:12]=[C:11]([N:17]3[C@H:22]([CH3:23])[CH2:21][O:20][C@H:19]([C:24]([NH:26][CH2:27][C:28]4[CH:33]=[CH:32][CH:31]=[CH:30][CH:29]=4)=[O:25])[CH2:18]3)[CH:10]=2)=[CH:5][C:4]=1F)#[N:2].O.[NH2:36][NH2:37], predict the reaction product. The product is: [NH2:2][C:1]1[C:3]2[C:4](=[CH:5][C:6]([C:9]3[N:14]=[C:13]([NH:15][CH3:16])[N:12]=[C:11]([N:17]4[C@H:22]([CH3:23])[CH2:21][O:20][C@H:19]([C:24]([NH:26][CH2:27][C:28]5[CH:33]=[CH:32][CH:31]=[CH:30][CH:29]=5)=[O:25])[CH2:18]4)[CH:10]=3)=[CH:7][CH:8]=2)[NH:37][N:36]=1. (6) Given the reactants [F:1][C:2]1[CH:3]=[C:4]([CH2:9][C:10]([NH:12][C@H:13]([C:15]([OH:17])=O)[CH3:14])=[O:11])[CH:5]=[C:6]([F:8])[CH:7]=1.[NH2:18][C@H:19]1[CH2:26][CH2:25][CH2:24][NH:23][C:21](=[O:22])[CH2:20]1, predict the reaction product. The product is: [F:8][C:6]1[CH:5]=[C:4]([CH2:9][C:10]([NH:12][C@H:13]([C:15]([NH:18][C@H:19]2[CH2:26][CH2:25][CH2:24][NH:23][C:21](=[O:22])[CH2:20]2)=[O:17])[CH3:14])=[O:11])[CH:3]=[C:2]([F:1])[CH:7]=1.